From a dataset of Forward reaction prediction with 1.9M reactions from USPTO patents (1976-2016). Predict the product of the given reaction. (1) The product is: [Cl:40][C:23]1[S:22][C:21]([C:18]2[CH:19]=[CH:20][C:15]([C:12]3[CH:13]=[CH:14][C:9]([C:6]4([C:4]([OH:5])=[O:3])[CH2:8][CH2:7]4)=[CH:10][CH:11]=3)=[C:16]([O:41][CH3:42])[CH:17]=2)=[C:25]([NH:26][C:27]([O:29][C@@H:30]([C:32]2[CH:37]=[C:36]([F:38])[CH:35]=[CH:34][C:33]=2[F:39])[CH3:31])=[O:28])[CH:24]=1. Given the reactants C([O:3][C:4]([C:6]1([C:9]2[CH:14]=[CH:13][C:12]([C:15]3[CH:20]=[CH:19][C:18]([C:21]4[S:22][C:23]([Cl:40])=[CH:24][C:25]=4[NH:26][C:27]([O:29][C@@H:30]([C:32]4[CH:37]=[C:36]([F:38])[CH:35]=[CH:34][C:33]=4[F:39])[CH3:31])=[O:28])=[CH:17][C:16]=3[O:41][CH3:42])=[CH:11][CH:10]=2)[CH2:8][CH2:7]1)=[O:5])C.O1CCCC1.[OH-].[Na+].Cl, predict the reaction product. (2) Given the reactants [OH:1][C:2]1[CH:10]=[C:9]2[C:5]([C:6]([CH2:11][C:12]3[CH:13]=[C:14]([CH:19]=[CH:20][CH:21]=3)[C:15]([O:17][CH3:18])=[O:16])=[CH:7][NH:8]2)=[CH:4][CH:3]=1.[Cl:22][C:23]1[CH:28]=[CH:27][CH:26]=[C:25]([Cl:29])[C:24]=1[C:30]1[C:34]([CH2:35]O)=[C:33]([CH:37]([CH3:39])[CH3:38])[O:32][N:31]=1.C1(P(C2C=CC=CC=2)C2C=CC=CC=2)C=CC=CC=1.N(C(OC(C)C)=O)=NC(OC(C)C)=O, predict the reaction product. The product is: [Cl:29][C:25]1[CH:26]=[CH:27][CH:28]=[C:23]([Cl:22])[C:24]=1[C:30]1[C:34]([CH2:35][O:1][C:2]2[CH:10]=[C:9]3[C:5]([C:6]([CH2:11][C:12]4[CH:13]=[C:14]([CH:19]=[CH:20][CH:21]=4)[C:15]([O:17][CH3:18])=[O:16])=[CH:7][NH:8]3)=[CH:4][CH:3]=2)=[C:33]([CH:37]([CH3:39])[CH3:38])[O:32][N:31]=1. (3) Given the reactants C(Cl)(=O)C(Cl)=O.[CH3:7][O:8][C:9]1[CH:14]=[C:13]([O:15][CH3:16])[CH:12]=[CH:11][C:10]=1[C:17]1[CH:22]=[CH:21][C:20]([C:23]([OH:25])=O)=[CH:19][C:18]=1[CH3:26].O[N:28]=[C:29]([C:31]1[CH:36]=[CH:35][CH:34]=[CH:33][C:32]=1[O:37][C:38]([F:41])([F:40])[F:39])[NH2:30].CCN(C(C)C)C(C)C, predict the reaction product. The product is: [CH3:7][O:8][C:9]1[CH:14]=[C:13]([O:15][CH3:16])[CH:12]=[CH:11][C:10]=1[C:17]1[CH:22]=[CH:21][C:20]([C:23]2[O:25][N:30]=[C:29]([C:31]3[CH:36]=[CH:35][CH:34]=[CH:33][C:32]=3[O:37][C:38]([F:39])([F:40])[F:41])[N:28]=2)=[CH:19][C:18]=1[CH3:26]. (4) Given the reactants C(OC(=O)[NH:7][CH2:8][CH2:9][CH2:10][N:11]([CH:21]([C:25]1[N:34]([CH2:35][C:36]2[CH:41]=[CH:40][CH:39]=[CH:38][CH:37]=2)[C:33](=[O:42])[C:32]2[C:27](=[CH:28][C:29]([Cl:43])=[CH:30][CH:31]=2)[N:26]=1)[CH:22]([CH3:24])[CH3:23])[C:12](=[O:20])[C:13]1[CH:18]=[CH:17][C:16]([CH3:19])=[CH:15][CH:14]=1)(C)(C)C.C(O)(C(F)(F)F)=O.[OH-].[Na+], predict the reaction product. The product is: [NH2:7][CH2:8][CH2:9][CH2:10][N:11]([C@@H:21]([C:25]1[N:34]([CH2:35][C:36]2[CH:37]=[CH:38][CH:39]=[CH:40][CH:41]=2)[C:33](=[O:42])[C:32]2[C:27](=[CH:28][C:29]([Cl:43])=[CH:30][CH:31]=2)[N:26]=1)[CH:22]([CH3:23])[CH3:24])[C:12](=[O:20])[C:13]1[CH:14]=[CH:15][C:16]([CH3:19])=[CH:17][CH:18]=1.